Dataset: Full USPTO retrosynthesis dataset with 1.9M reactions from patents (1976-2016). Task: Predict the reactants needed to synthesize the given product. (1) Given the product [Cl:1][C:2]1[N:3]=[C:4]([N:11]2[CH2:16][CH2:15][O:14][CH2:13][CH2:12]2)[C:5]2[CH:10]=[CH:9][N:8]([CH2:19][C:18]([F:22])([F:21])[F:17])[C:6]=2[N:7]=1, predict the reactants needed to synthesize it. The reactants are: [Cl:1][C:2]1[N:3]=[C:4]([N:11]2[CH2:16][CH2:15][O:14][CH2:13][CH2:12]2)[C:5]2[CH:10]=[CH:9][NH:8][C:6]=2[N:7]=1.[F:17][C:18]([F:22])([F:21])[CH2:19]I.C([O-])([O-])=O.[Cs+].[Cs+]. (2) Given the product [F:1][C:2]1[CH:7]=[CH:6][CH:5]=[C:4]([F:8])[C:3]=1[N:9]1[C:26](=[O:27])[CH:25]=[CH:24][C:23]([C:30]([O:32][CH3:33])=[O:31])=[CH:22]1, predict the reactants needed to synthesize it. The reactants are: [F:1][C:2]1[CH:7]=[CH:6][CH:5]=[C:4]([F:8])[C:3]=1[NH2:9].C[Si](C)(C)[N-][Si](C)(C)C.[Li+].CO/[CH:22]=[C:23](\[C:30]([O:32][CH3:33])=[O:31])/[CH:24]=[CH:25]/[C:26](OC)=[O:27]. (3) The reactants are: N1C=CC=CC=1.Cl[C:8]([O:10][CH3:11])=[O:9].[NH2:12][CH2:13][CH2:14][N:15]1[C:23]2[C:18](=[CH:19][CH:20]=[C:21]([CH2:24][N:25]([CH:33]3[CH2:35][CH2:34]3)[C:26](=[O:32])[O:27][C:28]([CH3:31])([CH3:30])[CH3:29])[CH:22]=2)[C:17]([Cl:36])=[CH:16]1.O. Given the product [CH3:11][O:10][C:8](=[O:9])[NH:12][CH2:13][CH2:14][N:15]1[C:23]2[C:18](=[CH:19][CH:20]=[C:21]([CH2:24][N:25]([C:26]([O:27][C:28]([CH3:29])([CH3:30])[CH3:31])=[O:32])[CH:33]3[CH2:34][CH2:35]3)[CH:22]=2)[C:17]([Cl:36])=[CH:16]1, predict the reactants needed to synthesize it. (4) Given the product [CH:1]1([N:4]([CH2:39][C:40]2[CH:41]=[C:42]([O:51][CH2:63][CH2:64][O:65][CH2:66][C:67]([F:70])([F:69])[F:68])[CH:43]=[C:44]([CH2:46][CH2:47][CH2:48][O:49][CH3:50])[CH:45]=2)[C:5]([C@@H:7]2[C@@H:12]([C:13]3[CH:18]=[CH:17][C:16]([O:19][CH2:20][CH2:21][O:22][C:23]4[C:28]([Cl:29])=[CH:27][C:26]([CH3:30])=[CH:25][C:24]=4[Cl:31])=[CH:15][CH:14]=3)[CH2:11][CH2:10][NH:9][CH2:8]2)=[O:6])[CH2:3][CH2:2]1, predict the reactants needed to synthesize it. The reactants are: [CH:1]1([N:4]([CH2:39][C:40]2[CH:45]=[C:44]([CH2:46][CH2:47][CH2:48][O:49][CH3:50])[CH:43]=[C:42]([OH:51])[CH:41]=2)[C:5]([C@@H:7]2[C@@H:12]([C:13]3[CH:18]=[CH:17][C:16]([O:19][CH2:20][CH2:21][O:22][C:23]4[C:28]([Cl:29])=[CH:27][C:26]([CH3:30])=[CH:25][C:24]=4[Cl:31])=[CH:15][CH:14]=3)[CH2:11][CH2:10][N:9](C(OC(C)(C)C)=O)[CH2:8]2)=[O:6])[CH2:3][CH2:2]1.CC1C=CC(S(O[CH2:63][CH2:64][O:65][CH2:66][C:67]([F:70])([F:69])[F:68])(=O)=O)=CC=1.C(=O)([O-])[O-].[Cs+].[Cs+].[I-].[Na+]. (5) Given the product [C:13]([C:17]1[CH:18]=[C:19]([C:27]2[CH:35]=[CH:34][CH:33]=[C:32]3[C:28]=2[CH2:29][C:30]([CH2:37][C:38]2([CH3:44])[CH2:43][CH2:42][CH2:41][CH2:40][CH2:39]2)=[CH:31]3)[CH:20]=[C:21]([C:23]([CH3:26])([CH3:25])[CH3:24])[CH:22]=1)([CH3:14])([CH3:15])[CH3:16], predict the reactants needed to synthesize it. The reactants are: O.C1(C)C=CC(S(O)(=O)=O)=CC=1.[C:13]([C:17]1[CH:18]=[C:19]([C:27]2[CH:35]=[CH:34][CH:33]=[C:32]3[C:28]=2[CH2:29][CH:30]([CH2:37][C:38]2([CH3:44])[CH2:43][CH2:42][CH2:41][CH2:40][CH2:39]2)[CH:31]3O)[CH:20]=[C:21]([C:23]([CH3:26])([CH3:25])[CH3:24])[CH:22]=1)([CH3:16])([CH3:15])[CH3:14]. (6) The reactants are: [F:1][C:2]([F:28])([F:27])[C:3]1[C:12]([O:13][C@H:14]2[CH2:19][CH2:18][C@@H:17]([C:20]([F:23])([F:22])[F:21])[CH2:16][CH2:15]2)=[CH:11][CH:10]=[C:9]2[C:4]=1[CH:5]=[CH:6][C:7]([C:24](O)=[O:25])=[CH:8]2.C([O:31][P:32]([CH2:37][CH2:38][CH2:39][NH2:40])(=[O:36])[O:33]CC)C. Given the product [F:1][C:2]([F:27])([F:28])[C:3]1[C:12]([O:13][C@H:14]2[CH2:15][CH2:16][C@@H:17]([C:20]([F:22])([F:23])[F:21])[CH2:18][CH2:19]2)=[CH:11][CH:10]=[C:9]2[C:4]=1[CH:5]=[CH:6][C:7]([C:24]([NH:40][CH2:39][CH2:38][CH2:37][P:32](=[O:36])([OH:31])[OH:33])=[O:25])=[CH:8]2, predict the reactants needed to synthesize it. (7) Given the product [CH3:22][O:21][C:17]1[CH:16]=[C:15]([CH:20]=[CH:19][CH:18]=1)[C:10]1[CH2:11][O:12][C:13]2[C:8]([CH:9]=1)=[CH:7][CH:6]=[C:5]([OH:4])[CH:14]=2, predict the reactants needed to synthesize it. The reactants are: C([O:4][C:5]1[CH:14]=[C:13]2[C:8]([CH:9]=[C:10]([C:15]3[CH:20]=[CH:19][CH:18]=[C:17]([O:21][CH3:22])[CH:16]=3)[CH2:11][O:12]2)=[CH:7][CH:6]=1)(=O)C.N1C=CN=C1.O1C2C(=CC=C(O)C=2)C=C(C2C=CC(O)=CC=2)C1.